Dataset: CYP1A2 inhibition data for predicting drug metabolism from PubChem BioAssay. Task: Regression/Classification. Given a drug SMILES string, predict its absorption, distribution, metabolism, or excretion properties. Task type varies by dataset: regression for continuous measurements (e.g., permeability, clearance, half-life) or binary classification for categorical outcomes (e.g., BBB penetration, CYP inhibition). Dataset: cyp1a2_veith. (1) The compound is Cc1c(C=O)c2ccccn2c1C(=O)c1ccncc1. The result is 1 (inhibitor). (2) The compound is COc1ccc(/C=C/C(=O)Oc2cccc(/C=N/NC(=O)COc3c(C)cccc3C)c2)cc1. The result is 0 (non-inhibitor). (3) The compound is CCCS(=O)(=O)N1CCCC(C(=O)NCCN(C)Cc2ccccc2)C1. The result is 0 (non-inhibitor). (4) The compound is C#CCCCO/N=C1/C[C@@H](O)[C@@H](O)[C@@H]2[C@@H]3C(=O)N([C@@H](C)c4ccccc4)C(=O)[C@H]3CC[C@@H]12. The result is 0 (non-inhibitor). (5) The drug is C#CCn1c(=O)c2c(ncn2C)n(C)c1=O. The result is 0 (non-inhibitor). (6) The drug is Cc1cc(NC(=O)c2ccco2)ccc1-n1cnnn1. The result is 1 (inhibitor). (7) The drug is COc1ccc(-c2nn(-c3ccccc3)cc2/C=N/NC(=O)c2ccc(Br)o2)cc1. The result is 0 (non-inhibitor).